Dataset: NCI-60 drug combinations with 297,098 pairs across 59 cell lines. Task: Regression. Given two drug SMILES strings and cell line genomic features, predict the synergy score measuring deviation from expected non-interaction effect. Drug 2: C1=NC2=C(N=C(N=C2N1C3C(C(C(O3)CO)O)O)F)N. Synergy scores: CSS=33.5, Synergy_ZIP=-1.77, Synergy_Bliss=-6.33, Synergy_Loewe=-18.9, Synergy_HSA=-5.63. Drug 1: C1=NC2=C(N1)C(=S)N=C(N2)N. Cell line: NCIH23.